Predict the reaction yield, written as a fraction of the theoretical maximum amount of product (1.0 means a 100% yield; for example, 0.34 means a 34% yield). From a dataset of Reaction yield outcomes from USPTO patents with 853,638 reactions. (1) The reactants are Cl.Cl.C(OC[N:11]1[CH:15]=[CH:14][N:13]=[C:12]1[C@H:16]1[C@H:25]2[CH2:26][CH2:27][N:28]([C:29]([C@H:31]3[CH2:36][CH2:35][CH2:34][CH2:33][C@H:32]3[NH2:37])=[O:30])[C@H:24]2[C:23]2[CH:22]=[CH:21][CH:20]=[CH:19][C:18]=2[NH:17]1)(=O)C(C)(C)C.[C:38]([C:40]1[CH:48]=[CH:47][C:43]([C:44](Cl)=[O:45])=[CH:42][CH:41]=1)#[N:39].N. The catalyst is C(OCC)(=O)C.C(=O)([O-])[O-].[Na+].[Na+].CO. The product is [C:38]([C:40]1[CH:48]=[CH:47][C:43]([C:44]([NH:37][C@@H:32]2[CH2:33][CH2:34][CH2:35][CH2:36][C@@H:31]2[C:29]([N:28]2[C@@H:24]3[C@@H:25]([C@H:16]([C:12]4[NH:13][CH:14]=[CH:15][N:11]=4)[NH:17][C:18]4[CH:19]=[CH:20][CH:21]=[CH:22][C:23]=43)[CH2:26][CH2:27]2)=[O:30])=[O:45])=[CH:42][CH:41]=1)#[N:39]. The yield is 0.940. (2) The reactants are [N+:1]([C:4]1[CH:12]=[CH:11][C:7]([C:8](Cl)=[O:9])=[CH:6][CH:5]=1)([O-:3])=[O:2].[NH2:13][C@H:14]([C:19]([O:21][CH:22]1[CH2:26][CH2:25][CH2:24][CH2:23]1)=[O:20])[CH2:15][CH:16]([CH3:18])[CH3:17].C(N(C(C)C)CC)(C)C.C([O-])(O)=O.[Na+]. The catalyst is C(Cl)Cl. The product is [CH3:17][CH:16]([CH3:18])[CH2:15][C@H:14]([NH:13][C:8](=[O:9])[C:7]1[CH:11]=[CH:12][C:4]([N+:1]([O-:3])=[O:2])=[CH:5][CH:6]=1)[C:19]([O:21][CH:22]1[CH2:23][CH2:24][CH2:25][CH2:26]1)=[O:20]. The yield is 0.870.